Dataset: Full USPTO retrosynthesis dataset with 1.9M reactions from patents (1976-2016). Task: Predict the reactants needed to synthesize the given product. (1) Given the product [CH:15]1([CH2:14][S:11]([C:9]2[CH:10]=[C:5]([O:4][C:3]3[C:2]([Cl:1])=[CH:23][C:22]([N+:24]([O-:26])=[O:25])=[CH:21][C:20]=3[Cl:27])[CH:6]=[CH:7][C:8]=2[OH:18])(=[O:12])=[O:13])[CH2:16][CH2:17]1, predict the reactants needed to synthesize it. The reactants are: [Cl:1][C:2]1[CH:23]=[C:22]([N+:24]([O-:26])=[O:25])[CH:21]=[C:20]([Cl:27])[C:3]=1[O:4][C:5]1[CH:6]=[CH:7][C:8]([O:18]C)=[C:9]([S:11]([CH2:14][CH:15]2[CH2:17][CH2:16]2)(=[O:13])=[O:12])[CH:10]=1.B(Br)(Br)Br.O. (2) Given the product [CH2:57]([C:35]1[C:36]([O:40][CH2:41][C:42]2[CH:8]=[CH:3][CH:2]=[C:44]([O:45][C:46]3[CH:47]=[CH:48][C:49]([C:52]4[NH:56][N:55]=[N:54][N:53]=4)=[CH:50][CH:51]=3)[CH:43]=2)=[CH:37][CH:38]=[C:39]2[C:34]=1[CH:33]=[CH:32][N:31]2[CH2:30][C:29]([CH3:60])([CH3:61])[CH3:28])[CH:58]=[CH2:59], predict the reactants needed to synthesize it. The reactants are: O[CH2:2][C:3]1C=C(O)C=C[CH:8]=1.C(C1C(O)=CC=C2C=1C=CN2CC(C)(C)C)C=C.[CH3:28][C:29]([CH3:61])([CH3:60])[CH2:30][N:31]1[C:39]2[C:34](=[C:35]([CH2:57][CH2:58][CH3:59])[C:36]([O:40][CH2:41][CH2:42][CH2:43][CH2:44][O:45][C:46]3[CH:51]=[CH:50][C:49]([C:52]4[NH:56][N:55]=[N:54][N:53]=4)=[CH:48][CH:47]=3)=[CH:37][CH:38]=2)[CH:33]=[CH:32]1. (3) Given the product [F:1][C:2]1[CH:7]=[CH:6][C:5]([N:8]2[C:16]3[CH:15]=[C:14]4[CH2:17][CH2:18][CH2:19][C@H:20]5[CH2:25][C:24](=[O:26])[CH2:23][CH2:22][C@:21]5([C:27]#[N:28])[C:13]4=[CH:12][C:11]=3[CH:10]=[N:9]2)=[CH:4][CH:3]=1.[F:1][C:2]1[CH:7]=[CH:6][C:5]([N:8]2[C:16]3[CH:15]=[C:14]4[CH2:17][CH2:18][CH2:19][C@@H:20]5[CH2:25][C:24](=[O:26])[CH2:23][CH2:22][C@@:21]5([C:27]#[N:28])[C:13]4=[CH:12][C:11]=3[CH:10]=[N:9]2)=[CH:4][CH:3]=1, predict the reactants needed to synthesize it. The reactants are: [F:1][C:2]1[CH:7]=[CH:6][C:5]([N:8]2[C:16]3[CH:15]=[C:14]4[CH2:17][CH2:18][CH2:19][C:20]5[C:21]([C:27]#[N:28])([CH2:22][CH2:23][C:24](=[O:26])[CH:25]=5)[C:13]4=[CH:12][C:11]=3[CH:10]=[N:9]2)=[CH:4][CH:3]=1.[H][H]. (4) Given the product [NH2:8][C:5]1[CH:6]=[CH:7][C:2]([F:1])=[C:3]([C:11]23[CH2:18][CH:17]2[CH2:16][CH2:15][S:14][C:13]([NH:19][C:20](=[O:26])[O:21][C:22]([CH3:23])([CH3:25])[CH3:24])=[N:12]3)[CH:4]=1, predict the reactants needed to synthesize it. The reactants are: [F:1][C:2]1[CH:7]=[CH:6][C:5]([N+:8]([O-])=O)=[CH:4][C:3]=1[C:11]12[CH2:18][CH:17]1[CH2:16][CH2:15][S:14][C:13]([NH:19][C:20](=[O:26])[O:21][C:22]([CH3:25])([CH3:24])[CH3:23])=[N:12]2.[H][H]. (5) Given the product [O:42]1[CH2:47][CH2:46][CH:45]=[C:44]([C:13]2[CH:14]=[C:15]([F:39])[C:16]3[O:17][C:18]4[C:23](=[CH:22][C:21]([C:32]5[C:33]([F:38])=[N:34][CH:35]=[CH:36][CH:37]=5)=[CH:20][CH:19]=4)[C@@:24]4([CH2:30][O:29][C:28]([NH2:31])=[N:27]4)[C:25]=3[CH:26]=2)[CH2:43]1, predict the reactants needed to synthesize it. The reactants are: C(=O)([O-])[O-].[Na+].[Na+].FC(F)(F)S(O[C:13]1[CH:26]=[C:25]2[C:16]([O:17][C:18]3[CH:19]=[CH:20][C:21]([C:32]4[C:33]([F:38])=[N:34][CH:35]=[CH:36][CH:37]=4)=[CH:22][C:23]=3[C@:24]32[CH2:30][O:29][C:28]([NH2:31])=[N:27]3)=[C:15]([F:39])[CH:14]=1)(=O)=O.[O:42]1[CH2:47][CH2:46][CH:45]=[C:44](B2OC(C)(C)C(C)(C)O2)[CH2:43]1.